Predict the product of the given reaction. From a dataset of Forward reaction prediction with 1.9M reactions from USPTO patents (1976-2016). (1) Given the reactants CO[CH:3](OC)[CH2:4][C:5]1[CH:10]=[C:9]([I:11])[N:8]=[N:7][C:6]=1[NH2:12].Cl, predict the reaction product. The product is: [I:11][C:9]1[N:8]=[N:7][C:6]2[NH:12][CH:3]=[CH:4][C:5]=2[CH:10]=1. (2) Given the reactants Br[C:2]1[CH:3]=[N:4][C:5]2[N:6]([N:8]=[CH:9][CH:10]=2)[CH:7]=1.[C:11]1([C:17]#[CH:18])[CH:16]=[CH:15][CH:14]=[CH:13][CH:12]=1.C(N(CC)CC)C.C1(P(C2C=CC=CC=2)C2C=CC=CC=2)C=CC=CC=1, predict the reaction product. The product is: [C:11]1([C:17]#[C:18][C:2]2[CH:3]=[N:4][C:5]3[N:6]([N:8]=[CH:9][CH:10]=3)[CH:7]=2)[CH:16]=[CH:15][CH:14]=[CH:13][CH:12]=1.